Dataset: Peptide-MHC class I binding affinity with 185,985 pairs from IEDB/IMGT. Task: Regression. Given a peptide amino acid sequence and an MHC pseudo amino acid sequence, predict their binding affinity value. This is MHC class I binding data. (1) The MHC is HLA-A80:01 with pseudo-sequence HLA-A80:01. The binding affinity (normalized) is 0.0847. The peptide sequence is FMKSRVYSI. (2) The peptide sequence is IYTDEVYDY. The MHC is HLA-B08:01 with pseudo-sequence HLA-B08:01. The binding affinity (normalized) is 0.0847. (3) The peptide sequence is ILLLDQVLV. The MHC is HLA-A02:06 with pseudo-sequence HLA-A02:06. The binding affinity (normalized) is 0.644. (4) The peptide sequence is FMIVSISLV. The MHC is HLA-A02:03 with pseudo-sequence HLA-A02:03. The binding affinity (normalized) is 0.996. (5) The peptide sequence is IQAVFGFSL. The MHC is HLA-A31:01 with pseudo-sequence HLA-A31:01. The binding affinity (normalized) is 0.0847. (6) The peptide sequence is ILEYLYIMR. The MHC is HLA-A33:01 with pseudo-sequence HLA-A33:01. The binding affinity (normalized) is 0.440. (7) The peptide sequence is IGRGKNHAR. The MHC is HLA-B57:01 with pseudo-sequence HLA-B57:01. The binding affinity (normalized) is 0.0847. (8) The peptide sequence is NMYELQKLN. The MHC is HLA-B27:05 with pseudo-sequence HLA-B27:05. The binding affinity (normalized) is 0.